From a dataset of Catalyst prediction with 721,799 reactions and 888 catalyst types from USPTO. Predict which catalyst facilitates the given reaction. Reactant: [F:1][C:2]([F:24])([F:23])[C:3]1[CH:4]=[C:5]([C:13]2[NH:14][C:15](/[CH:18]=[CH:19]\[C:20]([OH:22])=O)=NN=2)[CH:6]=[C:7]([C:9]([F:12])([F:11])[F:10])[CH:8]=1.Cl.[F:26][C:27]1([F:31])[CH2:30][NH:29][CH2:28]1.[CH3:32][CH2:33][CH2:34]P(=O)=O.CCN(C(C)C)C(C)C. Product: [F:10][C:9]([F:11])([F:12])[C:7]1[CH:6]=[C:5]([C:13]2[N:14]=[C:15](/[CH:18]=[CH:19]/[C:20]([N:29]3[CH2:30][C:27]([F:31])([F:26])[CH2:28]3)=[O:22])[CH:34]=[CH:33][CH:32]=2)[CH:4]=[C:3]([C:2]([F:1])([F:23])[F:24])[CH:8]=1. The catalyst class is: 98.